This data is from Reaction yield outcomes from USPTO patents with 853,638 reactions. The task is: Predict the reaction yield, written as a fraction of the theoretical maximum amount of product (1.0 means a 100% yield; for example, 0.34 means a 34% yield). (1) The reactants are [CH2:1]([NH:3][CH2:4][CH2:5][N:6]1[CH2:11][CH2:10][O:9][C:8]2[CH:12]=[C:13]([NH:16][C:17]([C:19]3[S:20][CH:21]=[CH:22][CH:23]=3)=[NH:18])[CH:14]=[CH:15][C:7]1=2)[CH3:2].[ClH:24]. The catalyst is CO. The product is [ClH:24].[ClH:24].[CH2:1]([NH:3][CH2:4][CH2:5][N:6]1[CH2:11][CH2:10][O:9][C:8]2[CH:12]=[C:13]([NH:16][C:17]([C:19]3[S:20][CH:21]=[CH:22][CH:23]=3)=[NH:18])[CH:14]=[CH:15][C:7]1=2)[CH3:2]. The yield is 0.760. (2) The reactants are [F:1][C:2]1[CH:13]=[C:12]([F:14])[CH:11]=[CH:10][C:3]=1[CH2:4][C@H:5]([CH2:8][CH3:9])[CH2:6][OH:7].C(N(CC)CC)C.[CH3:22][S:23](Cl)(=[O:25])=[O:24]. The catalyst is ClCCl. The product is [F:1][C:2]1[CH:13]=[C:12]([F:14])[CH:11]=[CH:10][C:3]=1[CH2:4][C@H:5]([CH2:8][CH3:9])[CH2:6][O:7][S:23]([CH3:22])(=[O:25])=[O:24]. The yield is 0.950. (3) The yield is 0.630. The product is [C:21]([OH:28])(=[O:27])/[CH:22]=[CH:23]/[C:24]([OH:26])=[O:25].[Cl:29][C:30]1[CH:37]=[CH:36][C:33]([C:34]#[N:35])=[C:32]([O:38][C:39]2[CH:47]=[CH:46][CH:45]=[C:44]3[C:40]=2[CH2:41][CH2:42][CH:43]3[NH:48][CH3:49])[CH:31]=1. The catalyst is CO.C(O)(=O)C. The reactants are ClC1C=CC(C#N)=C(OC2C=CC=C3C=2CCC3=O)C=1.[C:21]([OH:28])(=[O:27])/[CH:22]=[CH:23]/[C:24]([OH:26])=[O:25].[Cl:29][C:30]1[CH:37]=[CH:36][C:33]([C:34]#[N:35])=[C:32]([O:38][C:39]2[CH:47]=[CH:46][CH:45]=[C:44]3[C:40]=2[CH2:41][CH2:42][CH:43]3[NH:48][CH3:49])[CH:31]=1.CN.C([BH3-])#N.[Na+].C(O)(=O)/C=C/C(O)=O. (4) The reactants are Br[C:2]1[C:3]([Cl:20])=[C:4]2[CH:10]=[CH:9][N:8]([S:11]([C:14]3[CH:19]=[CH:18][CH:17]=[CH:16][CH:15]=3)(=[O:13])=[O:12])[C:5]2=[N:6][CH:7]=1.[C:21]1(B(O)O)[CH:26]=[CH:25][CH:24]=[CH:23][CH:22]=1.C1(C)C=CC=CC=1. The catalyst is CCO. The product is [Cl:20][C:3]1[C:2]([C:21]2[CH:26]=[CH:25][CH:24]=[CH:23][CH:22]=2)=[CH:7][N:6]=[C:5]2[N:8]([S:11]([C:14]3[CH:19]=[CH:18][CH:17]=[CH:16][CH:15]=3)(=[O:13])=[O:12])[CH:9]=[CH:10][C:4]=12. The yield is 0.871. (5) The reactants are [CH2:1]([O:8][C:9]1[CH:14]=[CH:13][CH:12]=[CH:11][C:10]=1[C:15]1[N:20]=[C:19]([O:21][CH2:22][C:23]([NH2:25])=[O:24])[C:18]([C:26]#[N:27])=[C:17](S(C)=O)[CH:16]=1)[C:2]1[CH:7]=[CH:6][CH:5]=[CH:4][CH:3]=1.[NH:31]1[CH2:36][CH2:35][O:34][CH2:33][CH2:32]1. The yield is 0.960. The product is [CH2:1]([O:8][C:9]1[CH:14]=[CH:13][CH:12]=[CH:11][C:10]=1[C:15]1[N:20]=[C:19]([O:21][CH2:22][C:23]([NH2:25])=[O:24])[C:18]([C:26]#[N:27])=[C:17]([N:31]2[CH2:36][CH2:35][O:34][CH2:33][CH2:32]2)[CH:16]=1)[C:2]1[CH:7]=[CH:6][CH:5]=[CH:4][CH:3]=1. The catalyst is O. (6) The reactants are [OH:1][C:2]1[CH:7]=[CH:6][C:5]([CH2:8][C:9]([O:11][CH2:12][CH3:13])=[O:10])=[CH:4][CH:3]=1.C([O-])([O-])=O.[K+].[K+].Cl[CH2:21][C:22]1[CH:31]=[CH:30][C:29]2[C:24](=[CH:25][CH:26]=[CH:27][CH:28]=2)[N:23]=1. The catalyst is C(#N)C.O. The product is [N:23]1[C:24]2[C:29](=[CH:28][CH:27]=[CH:26][CH:25]=2)[CH:30]=[CH:31][C:22]=1[CH2:21][O:1][C:2]1[CH:3]=[CH:4][C:5]([CH2:8][C:9]([O:11][CH2:12][CH3:13])=[O:10])=[CH:6][CH:7]=1. The yield is 0.950. (7) The reactants are [CH2:1]([O:3][C:4](=[O:14])[CH2:5][CH2:6][C:7]1[CH:12]=[CH:11][CH:10]=[C:9]([OH:13])[CH:8]=1)[CH3:2].C([O-])([O-])=O.[K+].[K+].[CH2:21]1[O:23][C@H:22]1[CH2:24]OS(C1C=C([N+]([O-])=O)C=CC=1)(=O)=O. The catalyst is CC(C)=O. The product is [CH2:1]([O:3][C:4](=[O:14])[CH2:5][CH2:6][C:7]1[CH:12]=[CH:11][CH:10]=[C:9]([O:13][CH2:24][C@H:22]2[CH2:21][O:23]2)[CH:8]=1)[CH3:2]. The yield is 0.930.